This data is from Reaction yield outcomes from USPTO patents with 853,638 reactions. The task is: Predict the reaction yield, written as a fraction of the theoretical maximum amount of product (1.0 means a 100% yield; for example, 0.34 means a 34% yield). (1) The reactants are Br[C:2]1[C:10]2[C:9]([NH:11][C@H:12]([C:14]3[N:19]([C:20]4[CH:25]=[CH:24][CH:23]=[CH:22][CH:21]=4)[C:18](=[O:26])[C:17]4=[C:27]([CH3:30])[CH:28]=[CH:29][N:16]4[N:15]=3)[CH3:13])=[N:8][CH:7]=[N:6][C:5]=2[N:4]([CH2:31][O:32][CH2:33][CH2:34][Si:35]([CH3:38])([CH3:37])[CH3:36])[CH:3]=1.[F:39][C:40]1[CH:41]=[C:42]([NH:55][S:56]([CH3:59])(=[O:58])=[O:57])[CH:43]=[C:44](B2OC(C)(C)C(C)(C)O2)[CH:45]=1.C(=O)([O-])[O-].[Na+].[Na+]. The catalyst is Cl[Pd](Cl)([P](C1C=CC=CC=1)(C1C=CC=CC=1)C1C=CC=CC=1)[P](C1C=CC=CC=1)(C1C=CC=CC=1)C1C=CC=CC=1. The product is [F:39][C:40]1[CH:41]=[C:42]([NH:55][S:56]([CH3:59])(=[O:57])=[O:58])[CH:43]=[C:44]([C:2]2[C:10]3[C:9]([NH:11][C@H:12]([C:14]4[N:19]([C:20]5[CH:25]=[CH:24][CH:23]=[CH:22][CH:21]=5)[C:18](=[O:26])[C:17]5=[C:27]([CH3:30])[CH:28]=[CH:29][N:16]5[N:15]=4)[CH3:13])=[N:8][CH:7]=[N:6][C:5]=3[N:4]([CH2:31][O:32][CH2:33][CH2:34][Si:35]([CH3:38])([CH3:37])[CH3:36])[CH:3]=2)[CH:45]=1. The yield is 0.610. (2) The reactants are [CH3:1][O:2][C:3]1[C:8]([O:9][CH3:10])=[CH:7][CH:6]=[CH:5][C:4]=1[OH:11].F[C:13]1[CH:14]=[C:15]([CH3:22])[CH:16]=[CH:17][C:18]=1[N+:19]([O-:21])=[O:20].[CH3:23][O:24][C:25]1[C:39]([O:40][CH3:41])=[CH:38][CH:37]=[CH:36][C:26]=1[O:27][C:28]1[CH:34]=[C:33]([CH3:35])[CH:32]=[CH:31][C:29]=1[NH2:30].[NH2:42][C:43]1[S:44][CH:45]=[CH:46][N:47]=1. No catalyst specified. The product is [CH3:1][O:2][C:3]1[C:8]([O:9][CH3:10])=[CH:7][CH:6]=[CH:5][C:4]=1[O:11][C:13]1[CH:14]=[C:15]([CH3:22])[CH:16]=[CH:17][C:18]=1[N+:19]([O-:21])=[O:20].[CH3:23][O:24][C:25]1[C:39]([O:40][CH3:41])=[CH:38][CH:37]=[CH:36][C:26]=1[O:27][C:28]1[CH:34]=[C:33]([CH3:35])[CH:32]=[CH:31][C:29]=1[NH:30][C:4]([NH:42][C:43]1[S:44][CH:45]=[CH:46][N:47]=1)=[O:11]. The yield is 0.640. (3) The reactants are O=[CH:2][CH2:3][NH:4][C:5]([C:7]1[CH:16]=[CH:15][C:14]2[C:9](=[CH:10][CH:11]=[CH:12][CH:13]=2)[CH:8]=1)=[O:6].[CH2:17]([NH:20][CH:21]1[CH2:29][CH2:28][C:24]2[N:25]=[CH:26][S:27][C:23]=2[CH2:22]1)[CH2:18]C. No catalyst specified. The product is [CH2:17]([N:20]([CH:21]1[CH2:29][CH2:28][C:24]2[N:25]=[CH:26][S:27][C:23]=2[CH2:22]1)[CH2:2][CH2:3][NH:4][C:5]([C:7]1[CH:16]=[CH:15][C:14]2[C:9](=[CH:10][CH:11]=[CH:12][CH:13]=2)[CH:8]=1)=[O:6])[CH3:18]. The yield is 0.340. (4) The reactants are [CH2:1]([O:3][C:4]([C:6]([N:9]=[C:10]([O:12][CH2:13]C)[CH3:11])=C[O-])=[O:5])[CH3:2].[K+].CCOC(C)=O.C([O-])(O)=O.[Na+]. The catalyst is C(O)(=O)C. The product is [CH2:1]([O:3][C:4]([C:6]1[N:9]=[C:10]([CH3:11])[O:12][CH:13]=1)=[O:5])[CH3:2]. The yield is 0.450. (5) The reactants are C(=O)([O-])[O-].[K+].[K+].Br[CH2:8][CH2:9][N:10]=[C:11]=[S:12].[Cl:13][C:14]1[C:15]([O:24][C:25]2[CH:29]=[C:28]([CH3:30])[NH:27][N:26]=2)=[N:16][CH:17]=[C:18]([C:20]([F:23])([F:22])[F:21])[CH:19]=1.Cl. The catalyst is CN(C=O)C. The product is [CH:9]([NH:10][C:11]([N:27]1[C:28]([CH3:30])=[CH:29][C:25]([O:24][C:15]2[C:14]([Cl:13])=[CH:19][C:18]([C:20]([F:23])([F:22])[F:21])=[CH:17][N:16]=2)=[N:26]1)=[S:12])=[CH2:8]. The yield is 0.0500.